Dataset: Forward reaction prediction with 1.9M reactions from USPTO patents (1976-2016). Task: Predict the product of the given reaction. Given the reactants [K+].[OH:2][CH2:3][C:4]1[CH:5]=[C:6]([C:10](=[O:24])/[CH:11]=[CH:12]/[C:13]2[CH:18]=[CH:17][C:16](/[CH:19]=[CH:20]/[C:21]([O-:23])=O)=[CH:15][CH:14]=2)[CH:7]=[CH:8][CH:9]=1.C(Cl)CCl.C1C=CC2N(O)N=NC=2C=1.[NH2:39][O:40][CH:41]1[CH2:46][CH2:45][CH2:44][CH2:43][O:42]1, predict the reaction product. The product is: [OH:2][CH2:3][C:4]1[CH:5]=[C:6]([C:10](=[O:24])/[CH:11]=[CH:12]/[C:13]2[CH:14]=[CH:15][C:16](/[CH:19]=[CH:20]/[C:21]([NH:39][O:40][CH:41]3[CH2:46][CH2:45][CH2:44][CH2:43][O:42]3)=[O:23])=[CH:17][CH:18]=2)[CH:7]=[CH:8][CH:9]=1.